This data is from Forward reaction prediction with 1.9M reactions from USPTO patents (1976-2016). The task is: Predict the product of the given reaction. (1) The product is: [CH2:1]([N:8]([CH2:26][CH2:27][NH:28][CH2:29][C:30]1[CH:31]=[CH:32][CH:33]=[CH:34][CH:35]=1)[CH2:9][C@@H:10]([C:22]([OH:24])=[O:23])[NH:11][C:12]([O:14][CH2:15][C:16]1[CH:17]=[CH:18][CH:19]=[CH:20][CH:21]=1)=[O:13])[C:2]1[CH:7]=[CH:6][CH:5]=[CH:4][CH:3]=1. Given the reactants [CH2:1]([N:8]([CH2:26][CH2:27][NH:28][CH2:29][C:30]1[CH:35]=[CH:34][CH:33]=[CH:32][CH:31]=1)[CH2:9][C@@H:10]([C:22]([O:24]C)=[O:23])[NH:11][C:12]([O:14][CH2:15][C:16]1[CH:21]=[CH:20][CH:19]=[CH:18][CH:17]=1)=[O:13])[C:2]1[CH:7]=[CH:6][CH:5]=[CH:4][CH:3]=1.[OH-].[Na+], predict the reaction product. (2) Given the reactants [I-].[CH3:2][C:3]1[CH:29]=[CH:28][C:6]([CH2:7][CH2:8][P+](C2C=CC=CC=2)(C2C=CC=CC=2)C2C=CC=CC=2)=[CH:5][CH:4]=1.ICCC1C=CC(C)=CC=1.C1C=CC(P(C2C=CC=CC=2)C2C=CC=CC=2)=CC=1.[Li]CCCC.[O:64]1[C:68]2[CH:69]=[CH:70][C:71]([CH:73]=O)=[CH:72][C:67]=2[O:66][CH2:65]1, predict the reaction product. The product is: [C:3]1([CH3:2])[CH:4]=[CH:5][C:6]([CH2:7][CH:8]=[CH:73][C:71]2[CH:70]=[CH:69][C:68]3[O:64][CH2:65][O:66][C:67]=3[CH:72]=2)=[CH:28][CH:29]=1. (3) Given the reactants [NH2:1][C:2]1[CH:3]=[C:4]([CH:18]=[C:19]([Cl:22])[C:20]=1[F:21])[C:5]([NH:7][CH2:8][C:9]1[CH:14]=[CH:13][C:12]([C:15]#[N:16])=[CH:11][C:10]=1[OH:17])=[O:6].I[CH2:24][C:25]([NH2:27])=[O:26], predict the reaction product. The product is: [NH2:1][C:2]1[CH:3]=[C:4]([CH:18]=[C:19]([Cl:22])[C:20]=1[F:21])[C:5]([NH:7][CH2:8][C:9]1[CH:14]=[CH:13][C:12]([C:15]#[N:16])=[CH:11][C:10]=1[O:17][CH2:24][C:25](=[O:26])[NH2:27])=[O:6]. (4) Given the reactants C(OC([N:8]1[CH2:13][CH2:12][CH:11]([NH:14][C:15](=[O:44])[C:16]2[CH:21]=[CH:20][C:19]([NH:22][C:23]3[N:24]=[CH:25][C:26]4[N:32]([CH3:33])[C:31](=[O:34])[C:30]([F:36])([F:35])[CH2:29][N:28]([CH:37]5[CH2:41][CH2:40][CH2:39][CH2:38]5)[C:27]=4[N:42]=3)=[C:18]([CH3:43])[CH:17]=2)[CH2:10][CH2:9]1)=O)(C)(C)C.FC(F)(F)C(O)=O, predict the reaction product. The product is: [CH:37]1([N:28]2[CH2:29][C:30]([F:35])([F:36])[C:31](=[O:34])[N:32]([CH3:33])[C:26]3[CH:25]=[N:24][C:23]([NH:22][C:19]4[CH:20]=[CH:21][C:16]([C:15]([NH:14][CH:11]5[CH2:10][CH2:9][NH:8][CH2:13][CH2:12]5)=[O:44])=[CH:17][C:18]=4[CH3:43])=[N:42][C:27]2=3)[CH2:41][CH2:40][CH2:39][CH2:38]1. (5) Given the reactants C([N:8]1[CH2:29][CH2:28][C:11]2([C:15](=[O:16])[N:14]([C:17]3[CH:22]=[CH:21][C:20]([O:23][C:24]([F:27])([F:26])[F:25])=[CH:19][CH:18]=3)[CH2:13][CH2:12]2)[CH2:10][CH2:9]1)C1C=CC=CC=1.C(O)(=O)C, predict the reaction product. The product is: [F:27][C:24]([F:25])([F:26])[O:23][C:20]1[CH:21]=[CH:22][C:17]([N:14]2[CH2:13][CH2:12][C:11]3([CH2:10][CH2:9][NH:8][CH2:29][CH2:28]3)[C:15]2=[O:16])=[CH:18][CH:19]=1. (6) The product is: [Cl:32][C:18]1[C:19]([NH:21][C:22]2[CH:31]=[CH:30][CH:29]=[CH:28][C:23]=2[C:24]([NH:26][CH3:27])=[O:25])=[N:20][C:15]([NH:14][C:4]2[CH:3]=[C:2]3[C:7](=[CH:6][CH:5]=2)[CH:8]2[CH2:12][CH2:13][CH:1]3[CH2:11][N:10]([CH2:42][CH2:41][O:40][CH3:39])[CH2:9]2)=[N:16][CH:17]=1. Given the reactants [CH:1]12[CH2:13][CH2:12][CH:8]([CH2:9][NH:10][CH2:11]1)[C:7]1[C:2]2=[CH:3][C:4]([NH:14][C:15]2[N:20]=[C:19]([NH:21][C:22]3[CH:31]=[CH:30][CH:29]=[CH:28][C:23]=3[C:24]([NH:26][CH3:27])=[O:25])[C:18]([Cl:32])=[CH:17][N:16]=2)=[CH:5][CH:6]=1.C(=O)([O-])[O-].[Cs+].[Cs+].[CH3:39][O:40][CH2:41][CH2:42]Br, predict the reaction product. (7) Given the reactants [OH:1][CH2:2][C:3]1[CH:45]=[CH:44][CH:43]=[CH:42][C:4]=1[O:5][CH2:6][CH2:7][O:8][CH:9]1[CH:14]([C:15]2[CH:20]=[CH:19][C:18]([O:21][CH2:22][CH2:23][CH2:24][O:25][CH2:26][C:27]3[CH:32]=[CH:31][CH:30]=[CH:29][C:28]=3[O:33][CH3:34])=[CH:17][CH:16]=2)[CH2:13][CH2:12][N:11]([C:35]([O:37][C:38]([CH3:41])([CH3:40])[CH3:39])=[O:36])[CH2:10]1, predict the reaction product. The product is: [OH:5][CH:4]([CH3:42])[CH2:3][O:1][CH2:2][C:3]1[CH:45]=[CH:44][CH:43]=[CH:42][C:4]=1[O:5][CH2:6][CH2:7][O:8][CH:9]1[CH:14]([C:15]2[CH:16]=[CH:17][C:18]([O:21][CH2:22][CH2:23][CH2:24][O:25][CH2:26][C:27]3[CH:32]=[CH:31][CH:30]=[CH:29][C:28]=3[O:33][CH3:34])=[CH:19][CH:20]=2)[CH2:13][CH2:12][N:11]([C:35]([O:37][C:38]([CH3:41])([CH3:39])[CH3:40])=[O:36])[CH2:10]1.